From a dataset of Full USPTO retrosynthesis dataset with 1.9M reactions from patents (1976-2016). Predict the reactants needed to synthesize the given product. (1) Given the product [OH:2][C:3]1[C:8]2[NH:9][C:10]([C:12]3[S:13][CH:14]=[CH:15][CH:16]=3)=[N:11][C:7]=2[C:6]([C:17]([NH:19][CH2:20][CH2:21][NH:22][S:23]([C:26]2[CH:27]=[CH:28][N:29]=[CH:30][CH:31]=2)(=[O:24])=[O:25])=[O:18])=[CH:5][CH:4]=1, predict the reactants needed to synthesize it. The reactants are: C[O:2][C:3]1[C:8]2[NH:9][C:10]([C:12]3[S:13][CH:14]=[CH:15][CH:16]=3)=[N:11][C:7]=2[C:6]([C:17]([NH:19][CH2:20][CH2:21][NH:22][S:23]([C:26]2[CH:31]=[CH:30][N:29]=[CH:28][CH:27]=2)(=[O:25])=[O:24])=[O:18])=[CH:5][CH:4]=1.B(Br)(Br)Br. (2) Given the product [NH2:18][C:16]1[CH:15]=[CH:14][C:13]([O:21][CH3:22])=[C:12]([NH:11][S:8]([C:5]2[CH:6]=[CH:7][C:2]([Br:1])=[CH:3][C:4]=2[Cl:23])(=[O:10])=[O:9])[CH:17]=1, predict the reactants needed to synthesize it. The reactants are: [Br:1][C:2]1[CH:7]=[CH:6][C:5]([S:8]([NH:11][C:12]2[CH:17]=[C:16]([N+:18]([O-])=O)[CH:15]=[CH:14][C:13]=2[O:21][CH3:22])(=[O:10])=[O:9])=[C:4]([Cl:23])[CH:3]=1.C([O-])=O.[NH4+].O. (3) Given the product [CH3:1][O:2][C:3]1[CH:8]=[C:7]([C:9]([F:12])([F:11])[F:10])[CH:6]=[C:5]([O:31][C:30]2[CH:25]=[CH:26][CH:27]=[CH:28][CH:29]=2)[CH:4]=1, predict the reactants needed to synthesize it. The reactants are: [CH3:1][O:2][C:3]1[CH:8]=[C:7]([C:9]([F:12])([F:11])[F:10])[CH:6]=[C:5](I)[CH:4]=1.C(=O)([O-])[O-].[Cs+].[Cs+].CCOC([CH:25]1[C:30](=[O:31])[CH2:29][CH2:28][CH2:27][CH2:26]1)=O.C1(O)C=CC=CC=1. (4) Given the product [CH3:5][O:6][C:7]1[CH:8]=[C:9]([C:15](=[O:29])[CH2:16][C:21]2[CH:26]=[CH:25][C:24]([O:27][CH3:28])=[CH:23][CH:22]=2)[CH:10]=[C:11]([O:13][CH3:14])[CH:12]=1, predict the reactants needed to synthesize it. The reactants are: B(O)(O)O.[CH3:5][O:6][C:7]1[CH:8]=[C:9]([C:15](=[O:29])[CH:16]([C:21]2[CH:26]=[CH:25][C:24]([O:27][CH3:28])=[CH:23][CH:22]=2)C(OC)=O)[CH:10]=[C:11]([O:13][CH3:14])[CH:12]=1. (5) Given the product [CH3:4][P:2]([CH2:5][C:6]1[CH:7]=[C:8]([N:12]2[C:16]([C:17]([OH:19])=[O:18])=[CH:15][C:14]([Si:22]([CH3:25])([CH3:24])[CH3:23])=[N:13]2)[CH:9]=[CH:10][CH:11]=1)([CH3:1])=[O:3], predict the reactants needed to synthesize it. The reactants are: [CH3:1][P:2]([CH2:5][C:6]1[CH:7]=[C:8]([N:12]2[C:16]([C:17]([O:19]CC)=[O:18])=[CH:15][C:14]([Si:22]([CH3:25])([CH3:24])[CH3:23])=[N:13]2)[CH:9]=[CH:10][CH:11]=1)([CH3:4])=[O:3].[OH-].[Na+]. (6) Given the product [CH3:2][C:3]1([N:9]2[CH2:24][CH2:23][C:22](=[O:25])[CH2:21][CH2:20]2)[CH2:8][CH2:7][O:6][CH2:5][CH2:4]1, predict the reactants needed to synthesize it. The reactants are: Cl.[CH3:2][C:3]1([NH2:9])[CH2:8][CH2:7][O:6][CH2:5][CH2:4]1.C(=O)([O-])[O-].[K+].[K+].[I-].C([N+]1(C)[CH2:24][CH2:23][C:22](=[O:25])[CH2:21][CH2:20]1)C.C([O-])(O)=O.[Na+]. (7) The reactants are: [O:1]=[S:2]1(=[O:44])[C:8]2[CH:9]=[CH:10][CH:11]=[CH:12][C:7]=2[CH2:6][N:5]([C:13]2[CH:22]=[C:21]([NH:23][C:24](=[O:42])[CH2:25][CH:26]([N:31]3C(=O)C4C(=CC=CC=4)C3=O)[C:27]([F:30])([F:29])[F:28])[C:20]3[C:15](=[CH:16][CH:17]=[C:18]([CH3:43])[CH:19]=3)[N:14]=2)[CH2:4][CH2:3]1.CN. Given the product [NH2:31][CH:26]([C:27]([F:28])([F:29])[F:30])[CH2:25][C:24]([NH:23][C:21]1[C:20]2[C:15](=[CH:16][CH:17]=[C:18]([CH3:43])[CH:19]=2)[N:14]=[C:13]([N:5]2[CH2:6][C:7]3[CH:12]=[CH:11][CH:10]=[CH:9][C:8]=3[S:2](=[O:44])(=[O:1])[CH2:3][CH2:4]2)[CH:22]=1)=[O:42], predict the reactants needed to synthesize it. (8) Given the product [CH2:32]([CH:28]1[CH2:29][CH2:30][CH2:31][N:26]([CH:23]2[CH2:24][CH2:25][NH:20][CH2:21][CH2:22]2)[CH2:27]1)[CH3:33], predict the reactants needed to synthesize it. The reactants are: FC1C=C(F)C=CC=1CNC1C(C2C=CC(F)=CC=2F)=CN=C([N:20]2[CH2:25][CH2:24][CH:23]([N:26]3[CH2:31][CH2:30][CH2:29][CH:28]([CH2:32][CH3:33])[CH2:27]3)[CH2:22][CH2:21]2)N=1.ClC1N=C(NCC2C=CC(F)=CC=2F)C(C2C=CC(F)=CC=2F)=CN=1.